This data is from Reaction yield outcomes from USPTO patents with 853,638 reactions. The task is: Predict the reaction yield, written as a fraction of the theoretical maximum amount of product (1.0 means a 100% yield; for example, 0.34 means a 34% yield). (1) The reactants are [CH3:1][N:2]1[CH2:7][CH2:6][N:5]([C:8]2[CH:9]=[CH:10][C:11]([N+:24]([O-])=O)=[C:12]([NH:14][S:15]([C:18]3[CH:23]=[CH:22][CH:21]=[CH:20][CH:19]=3)(=[O:17])=[O:16])[CH:13]=2)[CH2:4][CH2:3]1.O.NN.CO[C:32]1[CH:37]=[C:36]([CH3:38])[CH:35]=[CH:34][C:33]=1[S:39]([Cl:42])(=[O:41])=[O:40].C1C[O:46][CH2:45]C1. The catalyst is [Ni]. The product is [ClH:42].[CH3:45][O:46][C:35]1[CH:34]=[C:33]([S:39]([NH:24][C:11]2[CH:10]=[CH:9][C:8]([N:5]3[CH2:6][CH2:7][N:2]([CH3:1])[CH2:3][CH2:4]3)=[CH:13][C:12]=2[NH:14][S:15]([C:18]2[CH:23]=[CH:22][CH:21]=[CH:20][CH:19]=2)(=[O:17])=[O:16])(=[O:40])=[O:41])[CH:32]=[CH:37][C:36]=1[CH3:38]. The yield is 0.280. (2) The yield is 0.930. No catalyst specified. The product is [C:1]([O:5][C:6]([C:8]1[CH:9]=[C:10]([S:15]([NH:18][C:37]([NH:36][C:22]2[CH:21]=[C:20]([Cl:19])[CH:35]=[CH:34][C:23]=2[C:24]([O:26][CH2:27][C:28]2[CH:33]=[CH:32][CH:31]=[CH:30][CH:29]=2)=[O:25])=[O:38])(=[O:16])=[O:17])[CH:11]=[CH:12][C:13]=1[OH:14])=[O:7])([CH3:4])([CH3:2])[CH3:3]. The reactants are [C:1]([O:5][C:6]([C:8]1[CH:9]=[C:10]([S:15]([NH2:18])(=[O:17])=[O:16])[CH:11]=[CH:12][C:13]=1[OH:14])=[O:7])([CH3:4])([CH3:3])[CH3:2].[Cl:19][C:20]1[CH:21]=[C:22]([NH:36][C:37](OC2C=CC=CC=2)=[O:38])[C:23](=[CH:34][CH:35]=1)[C:24]([O:26][CH2:27][C:28]1[CH:33]=[CH:32][CH:31]=[CH:30][CH:29]=1)=[O:25]. (3) The reactants are [Br:1]Br.[CH3:3][C:4]1[CH:9]=[C:8]([N+:10]([O-:12])=[O:11])[CH:7]=[CH:6][C:5]=1[OH:13]. The catalyst is CC(O)=O. The product is [Br:1][C:6]1[CH:7]=[C:8]([N+:10]([O-:12])=[O:11])[CH:9]=[C:4]([CH3:3])[C:5]=1[OH:13]. The yield is 0.800. (4) The reactants are Br[C:2]1[C:14]2[O:15][C:16]3[C:21]([C:11]4[C:12]=2[C:13]2[C:8](=[CH:9][C:10]=4Br)[C:7](=[O:23])[N:6]([C:24]4[C:29]([CH:30]([CH3:32])[CH3:31])=[CH:28][CH:27]=[CH:26][C:25]=4[CH:33]([CH3:35])[CH3:34])[C:5](=[O:36])[C:4]=2[CH:3]=1)=[CH:20][CH:19]=[CH:18][CH:17]=3.[C:37]1(B(O)O)[CH:42]=[CH:41][CH:40]=[CH:39][CH:38]=1.C([O-])([O-])=O.[Na+].[Na+].[CH3:52][CH2:53]O. The catalyst is C1C=CC([P]([Pd]([P](C2C=CC=CC=2)(C2C=CC=CC=2)C2C=CC=CC=2)([P](C2C=CC=CC=2)(C2C=CC=CC=2)C2C=CC=CC=2)[P](C2C=CC=CC=2)(C2C=CC=CC=2)C2C=CC=CC=2)(C2C=CC=CC=2)C2C=CC=CC=2)=CC=1.O.C1C=CC=CC=1. The product is [CH:33]([C:25]1[CH:26]=[CH:27][CH:28]=[C:29]([CH:30]([CH3:32])[CH3:31])[C:24]=1[N:6]1[C:5](=[O:36])[C:4]2[CH:3]=[C:2]([C:37]3[CH:42]=[CH:41][CH:40]=[CH:39][CH:38]=3)[C:14]3[O:15][C:16]4[C:21]([C:11]5[C:12]=3[C:13]=2[C:8](=[CH:9][C:10]=5[C:53]2[CH:52]=[CH:4][CH:3]=[CH:2][CH:14]=2)[C:7]1=[O:23])=[CH:20][CH:19]=[CH:18][CH:17]=4)([CH3:35])[CH3:34]. The yield is 0.980. (5) The reactants are [OH:1][CH:2]([C:12]1[CH:22]=[CH:21][C:15]2[CH2:16][CH2:17][NH:18][CH2:19][CH2:20][C:14]=2[CH:13]=1)[CH:3]1[CH2:8][CH2:7][N:6]([C:9](=[O:11])[CH3:10])[CH2:5][CH2:4]1.[C:23]1(=O)[CH2:26][CH2:25][CH2:24]1.C(N(CC)CC)C.C(O[BH-](OC(=O)C)OC(=O)C)(=O)C.[Na+]. The catalyst is ClCCl.[OH-].[Na+].CCOCC. The product is [CH:23]1([N:18]2[CH2:19][CH2:20][C:14]3[CH:13]=[C:12]([CH:2]([OH:1])[CH:3]4[CH2:4][CH2:5][N:6]([C:9](=[O:11])[CH3:10])[CH2:7][CH2:8]4)[CH:22]=[CH:21][C:15]=3[CH2:16][CH2:17]2)[CH2:26][CH2:25][CH2:24]1. The yield is 0.400. (6) The reactants are [F:1][C:2]1[CH:3]=[C:4]([C:8]2[C:13]([C:14]3[CH:19]=[CH:18][N:17]=[C:16](F)[CH:15]=3)=[CH:12][N:11]=[C:10]([NH2:21])[N:9]=2)[CH:5]=[CH:6][CH:7]=1.[NH3:22].C(O)C.N. The catalyst is C(O)C. The product is [NH2:22][C:16]1[CH:15]=[C:14]([C:13]2[C:8]([C:4]3[CH:5]=[CH:6][CH:7]=[C:2]([F:1])[CH:3]=3)=[N:9][C:10]([NH2:21])=[N:11][CH:12]=2)[CH:19]=[CH:18][N:17]=1. The yield is 0.120. (7) The reactants are [OH:1][CH:2]([C:17]1[CH:22]=[CH:21][CH:20]=[CH:19][CH:18]=1)[CH2:3][NH:4][C:5]([CH:7]1[CH2:12][CH:11]([CH3:13])[CH2:10][CH2:9][CH:8]1[CH:14]([CH3:16])[CH3:15])=[O:6]. The catalyst is C(O)(=O)C.O.C(OCC)(=O)C.C([O-])(O)=O.[Na+]. The product is [O:1]=[C:2]([C:17]1[CH:18]=[CH:19][CH:20]=[CH:21][CH:22]=1)[CH2:3][NH:4][C:5]([CH:7]1[CH2:12][CH:11]([CH3:13])[CH2:10][CH2:9][CH:8]1[CH:14]([CH3:16])[CH3:15])=[O:6]. The yield is 0.930. (8) The reactants are Br[C:2]1[CH:7]=[CH:6][C:5]([F:8])=[CH:4][N:3]=1.CCOCC.C[C:15]([N:17](C)C)=O. The catalyst is [Cl-].[Na+].O.[Zn].[C-]#N.[Zn+2].[C-]#N.C1(P(C2C=CC=CC=2)[C-]2C=CC=C2)C=CC=CC=1.[C-]1(P(C2C=CC=CC=2)C2C=CC=CC=2)C=CC=C1.[Fe+2].C1C=CC(/C=C/C(/C=C/C2C=CC=CC=2)=O)=CC=1.C1C=CC(/C=C/C(/C=C/C2C=CC=CC=2)=O)=CC=1.C1C=CC(/C=C/C(/C=C/C2C=CC=CC=2)=O)=CC=1.[Pd].[Pd]. The product is [F:8][C:5]1[CH:6]=[CH:7][C:2]([C:15]#[N:17])=[N:3][CH:4]=1. The yield is 0.720.